This data is from Forward reaction prediction with 1.9M reactions from USPTO patents (1976-2016). The task is: Predict the product of the given reaction. (1) Given the reactants [CH2:1]([C:4]1[C:32]([CH3:33])=[CH:31][C:7]2[N+:8]([O-])=[C:9]3[C:14]([N:15]([CH2:16][CH2:17][CH2:18][C:19]4[CH:24]=[CH:23][C:22]([CH2:25][CH:26]=[CH2:27])=[CH:21][CH:20]=4)[C:6]=2[CH:5]=1)=[N:13][C:12](=[O:28])[NH:11][C:10]3=[O:29])[CH:2]=[CH2:3].[O-]S(S([O-])=O)=O.[Na+].[Na+], predict the reaction product. The product is: [CH2:1]([C:4]1[C:32]([CH3:33])=[CH:31][C:7]2[N:8]=[C:9]3[C:14]([N:15]([CH2:16][CH2:17][CH2:18][C:19]4[CH:20]=[CH:21][C:22]([CH2:25][CH:26]=[CH2:27])=[CH:23][CH:24]=4)[C:6]=2[CH:5]=1)=[N:13][C:12](=[O:28])[NH:11][C:10]3=[O:29])[CH:2]=[CH2:3]. (2) Given the reactants C([O:3][C:4]([C:6]1[CH:7]=[N:8][N:9]([C:11]2[C:16]([NH:17][S:18]([C:21]3[CH:26]=[CH:25][C:24]([C:27]([CH3:30])([CH3:29])[CH3:28])=[CH:23][CH:22]=3)(=[O:20])=[O:19])=[CH:15][C:14]([Cl:31])=[CH:13][N:12]=2)[CH:10]=1)=O)C.[OH-].[Na+].[CH3:34][NH:35][CH3:36].C(N(CC)CC)C, predict the reaction product. The product is: [CH3:34][N:35]([CH3:36])[C:4]([C:6]1[CH:7]=[N:8][N:9]([C:11]2[C:16]([NH:17][S:18]([C:21]3[CH:22]=[CH:23][C:24]([C:27]([CH3:29])([CH3:28])[CH3:30])=[CH:25][CH:26]=3)(=[O:20])=[O:19])=[CH:15][C:14]([Cl:31])=[CH:13][N:12]=2)[CH:10]=1)=[O:3].